This data is from Forward reaction prediction with 1.9M reactions from USPTO patents (1976-2016). The task is: Predict the product of the given reaction. Given the reactants C[C:2]1[C:21]([C:22]([F:25])([F:24])[F:23])=[CH:20][C:19]([C:26]([F:29])([F:28])[F:27])=[CH:18][C:3]=1[C:4](=[NH:17])[NH:5][NH:6][CH:7]=[C:8]([C:15]#[N:16])[C:9]1[CH:14]=[CH:13][CH:12]=[CH:11][N:10]=1.[CH:30](OCC)(OCC)OCC.C(O)(=O)C, predict the reaction product. The product is: [F:28][C:26]([F:29])([F:27])[C:19]1[CH:18]=[C:3]([C:4]2[N:17]=[CH:30][N:6]([CH:7]=[C:8]([C:9]3[CH:14]=[CH:13][CH:12]=[CH:11][N:10]=3)[C:15]#[N:16])[N:5]=2)[CH:2]=[C:21]([C:22]([F:23])([F:24])[F:25])[CH:20]=1.